Dataset: Catalyst prediction with 721,799 reactions and 888 catalyst types from USPTO. Task: Predict which catalyst facilitates the given reaction. (1) Reactant: [CH3:1][C:2]1[NH:3][C:4]2[CH:10]=[C:9]([CH3:11])[C:8]([CH3:12])=[CH:7][C:5]=2[N:6]=1.[H][H]. Product: [CH3:1][C:2]1[NH:3][C:4]2[CH2:10][CH:9]([CH3:11])[CH:8]([CH3:12])[CH2:7][C:5]=2[N:6]=1. The catalyst class is: 45. (2) Reactant: [CH:1]1([S:4]([C:7]2[CH:12]=[CH:11][C:10]([CH:13]([C:21]3[NH:25][C:24]([C:26]4[N:31]=[CH:30][C:29]([OH:32])=[CH:28][CH:27]=4)=[CH:23][CH:22]=3)[CH2:14][CH:15]3[CH2:20][CH2:19][O:18][CH2:17][CH2:16]3)=[CH:9][CH:8]=2)(=[O:6])=[O:5])[CH2:3][CH2:2]1.[CH2:33](O)[CH3:34].C(P(CCCC)CCCC)CCC.N(C(N1CCCCC1)=O)=NC(N1CCCCC1)=O. Product: [CH:1]1([S:4]([C:7]2[CH:12]=[CH:11][C:10]([CH:13]([C:21]3[NH:25][C:24]([C:26]4[CH:27]=[CH:28][C:29]([O:32][CH2:33][CH3:34])=[CH:30][N:31]=4)=[CH:23][CH:22]=3)[CH2:14][CH:15]3[CH2:20][CH2:19][O:18][CH2:17][CH2:16]3)=[CH:9][CH:8]=2)(=[O:6])=[O:5])[CH2:3][CH2:2]1. The catalyst class is: 7. (3) Reactant: [CH3:1][C:2]1[NH:3][C:4](=[O:26])[C:5]([CH2:11][C:12]2[CH:17]=[CH:16][C:15]([C:18]3[C:19]([C:24]#[N:25])=[CH:20][CH:21]=[CH:22][CH:23]=3)=[CH:14][CH:13]=2)=[C:6]([CH2:8][CH2:9][CH3:10])[N:7]=1.[CH2:27]([C:31]1[CH:36]=[CH:35][C:34](B(O)O)=[CH:33][CH:32]=1)[CH:28]([CH3:30])[CH3:29].C(N(CC)CC)C.N1C=CC=CC=1. Product: [CH2:27]([C:31]1[CH:36]=[CH:35][C:34]([N:3]2[C:4](=[O:26])[C:5]([CH2:11][C:12]3[CH:17]=[CH:16][C:15]([C:18]4[C:19]([C:24]#[N:25])=[CH:20][CH:21]=[CH:22][CH:23]=4)=[CH:14][CH:13]=3)=[C:6]([CH2:8][CH2:9][CH3:10])[N:7]=[C:2]2[CH3:1])=[CH:33][CH:32]=1)[CH:28]([CH3:30])[CH3:29]. The catalyst class is: 297. (4) Reactant: [CH2:1]([N:8]1[C:12]2[CH:13]=[CH:14][C:15]3[N:16]([C:17]([CH3:20])=[N:18][N:19]=3)[C:11]=2[CH:10]=[C:9]1[C:21]([OH:23])=O)[C:2]1[CH:7]=[CH:6][CH:5]=[CH:4][CH:3]=1.C(N(CC)C(C)C)(C)C.F[P-](F)(F)(F)(F)F.C[N+](C)=C(N(C)C)ON1[C:48]2[N:49]=[CH:50][CH:51]=[CH:52][C:47]=2[N:46]=N1.FC(F)(F)C(O)=O.N[C@H]1C[C@H](C#N)C1. Product: [CH2:1]([N:8]1[C:12]2[CH:13]=[CH:14][C:15]3[N:16]([C:17]([CH3:20])=[N:18][N:19]=3)[C:11]=2[CH:10]=[C:9]1[C:21]([NH:46][C@H:47]1[CH2:48][C@H:51]([C:50]#[N:49])[CH2:52]1)=[O:23])[C:2]1[CH:3]=[CH:4][CH:5]=[CH:6][CH:7]=1. The catalyst class is: 726. (5) Reactant: Br[C:2]1[CH:7]=[C:6]([O:8]C)[C:5](OC)=[C:4]([N+]([O-])=O)[C:3]=1Br.C([C:18]1[CH:23]=CC(B(O)O)=CC=1)#N.C([O-])([O-])=[O:28].[Na+].[Na+]. Product: [CH3:5][CH2:6][O:8][C:18]([CH3:23])=[O:28].[CH3:6][CH2:7][CH2:2][CH2:3][CH2:4][CH3:5]. The catalyst class is: 518. (6) Reactant: [S:1]=[C:2]1[N:6]2[C:7]([C:15]([F:18])([F:17])[F:16])=[CH:8][CH:9]=[C:10]([C:11]([O:13][CH3:14])=[O:12])[C:5]2=[N:4][NH:3]1.[CH3:19]I. Product: [CH3:19][S:1][C:2]1[N:6]2[C:7]([C:15]([F:17])([F:18])[F:16])=[CH:8][CH:9]=[C:10]([C:11]([O:13][CH3:14])=[O:12])[C:5]2=[N:4][N:3]=1. The catalyst class is: 9. (7) Reactant: [N+:1]([O-:4])(O)=[O:2].S(O)(O)(=O)=O.[NH:10]1[C:16](=[O:17])[CH2:15][CH2:14][CH2:13][C:12]2[CH:18]=[CH:19][CH:20]=[CH:21][C:11]1=2.[N+]([O-])(O)=O.S(=O)(=O)(O)O. Product: [N+:1]([C:19]1[CH:20]=[CH:21][C:11]2[NH:10][C:16](=[O:17])[CH2:15][CH2:14][CH2:13][C:12]=2[CH:18]=1)([O-:4])=[O:2]. The catalyst class is: 65.